This data is from Peptide-MHC class II binding affinity with 134,281 pairs from IEDB. The task is: Regression. Given a peptide amino acid sequence and an MHC pseudo amino acid sequence, predict their binding affinity value. This is MHC class II binding data. (1) The peptide sequence is QDHQEEICEVVLAKS. The MHC is DRB1_0301 with pseudo-sequence DRB1_0301. The binding affinity (normalized) is 0.301. (2) The peptide sequence is KFWGKYLYEIARRHP. The MHC is HLA-DQA10101-DQB10501 with pseudo-sequence HLA-DQA10101-DQB10501. The binding affinity (normalized) is 0.315. (3) The peptide sequence is PSVIPAARLFKAFIL. The MHC is DRB1_0404 with pseudo-sequence DRB1_0404. The binding affinity (normalized) is 0.437. (4) The binding affinity (normalized) is 0.0641. The MHC is HLA-DPA10103-DPB10401 with pseudo-sequence HLA-DPA10103-DPB10401. The peptide sequence is NDAIKASTGGAYESY.